This data is from Catalyst prediction with 721,799 reactions and 888 catalyst types from USPTO. The task is: Predict which catalyst facilitates the given reaction. (1) Reactant: [N:1]1([CH2:6][CH2:7][CH2:8][CH2:9][C:10]2[CH:15]=[CH:14][C:13]([OH:16])=[CH:12][CH:11]=2)[CH:5]=[CH:4][N:3]=[N:2]1.[H-].[Na+].Cl[CH2:20][C:21]1[N:22]=[C:23](/[CH:26]=[CH:27]/[C:28]2[CH:33]=[CH:32][C:31]([F:34])=[CH:30][CH:29]=2)[O:24][CH:25]=1.O. Product: [F:34][C:31]1[CH:32]=[CH:33][C:28](/[CH:27]=[CH:26]/[C:23]2[O:24][CH:25]=[C:21]([CH2:20][O:16][C:13]3[CH:12]=[CH:11][C:10]([CH2:9][CH2:8][CH2:7][CH2:6][N:1]4[CH:5]=[CH:4][N:3]=[N:2]4)=[CH:15][CH:14]=3)[N:22]=2)=[CH:29][CH:30]=1. The catalyst class is: 3. (2) Reactant: [Cl:1][C:2]1[CH:21]=[CH:20][C:5]([O:6][C@@H:7]([C:14]2[CH:19]=[CH:18][CH:17]=[CH:16][CH:15]=2)[C@H:8]2[O:13][CH2:12][CH2:11][NH:10][CH2:9]2)=[C:4]([O:22][CH3:23])[CH:3]=1.[C:24]([OH:31])(=[O:30])[CH2:25][CH2:26][C:27]([OH:29])=[O:28].N#N. Product: [C:24]([OH:31])(=[O:30])[CH2:25][CH2:26][C:27]([OH:29])=[O:28].[Cl:1][C:2]1[CH:21]=[CH:20][C:5]([O:6][C@@H:7]([C:14]2[CH:19]=[CH:18][CH:17]=[CH:16][CH:15]=2)[C@H:8]2[O:13][CH2:12][CH2:11][NH:10][CH2:9]2)=[C:4]([O:22][CH3:23])[CH:3]=1. The catalyst class is: 5. (3) Reactant: [C:1]([C:3]1[CH:36]=[CH:35][C:6]2[N:7]([CH2:22][C:23]3[C:32]4[C:27](=[CH:28][CH:29]=[CH:30][CH:31]=4)[CH:26]=[CH:25][C:24]=3[O:33][CH3:34])[C:8](=[O:21])[C@@H:9]([NH:13][C:14](=[O:20])[O:15][C:16]([CH3:19])([CH3:18])[CH3:17])[C@H:10]([CH3:12])[NH:11][C:5]=2[CH:4]=1)#[N:2].N1C=CC=CC=1.[C:43](Cl)(=[O:45])[CH3:44]. Product: [C:43]([N:11]1[C@@H:10]([CH3:12])[C@H:9]([NH:13][C:14](=[O:20])[O:15][C:16]([CH3:19])([CH3:18])[CH3:17])[C:8](=[O:21])[N:7]([CH2:22][C:23]2[C:32]3[C:27](=[CH:28][CH:29]=[CH:30][CH:31]=3)[CH:26]=[CH:25][C:24]=2[O:33][CH3:34])[C:6]2[CH:35]=[CH:36][C:3]([C:1]#[N:2])=[CH:4][C:5]1=2)(=[O:45])[CH3:44]. The catalyst class is: 2. (4) Reactant: [OH-].[Na+].[O:3]1[C:7]2[CH:8]=[CH:9][CH:10]=[CH:11][C:6]=2[N:5]=[C:4]1[C:12]1[N:22]=[CH:21][CH:20]=[CH:19][C:13]=1[C:14]([O:16]CC)=[O:15]. Product: [O:3]1[C:7]2[CH:8]=[CH:9][CH:10]=[CH:11][C:6]=2[N:5]=[C:4]1[C:12]1[N:22]=[CH:21][CH:20]=[CH:19][C:13]=1[C:14]([OH:16])=[O:15]. The catalyst class is: 14. (5) Reactant: Cl.C(O[C:5]([C:7]1[NH:8][CH:9]=[CH:10][C:11]=1[NH2:12])=[O:6])C.[CH:13]([C:15]1[N:16]=[CH:17][NH:18][CH:19]=1)=O.[BH3-]C#N.[Na+].CCN(CC)CC.C([N:39]=[C:40]=[S:41])(=O)C1C=CC=CC=1. Product: [NH:16]1[C:15]([CH2:13][N:12]2[C:11]3[CH:10]=[CH:9][NH:8][C:7]=3[C:5](=[O:6])[NH:39][C:40]2=[S:41])=[CH:19][N:18]=[CH:17]1. The catalyst class is: 5.